From a dataset of Experimentally validated miRNA-target interactions with 360,000+ pairs, plus equal number of negative samples. Binary Classification. Given a miRNA mature sequence and a target amino acid sequence, predict their likelihood of interaction. (1) The miRNA is hsa-miR-4712-5p with sequence UCCAGUACAGGUCUCUCAUUUC. The protein sequence of the target gene is MPKRRDILAIVLIVLPWTLLITVWHQSSLAPLLAVHKDEGSDPRHEAPPGADPREYCMSDRDIVEVVRTEYVYTRPPPWSDTLPTIHVVTPTYSRPVQKAELTRMANTLLHVPNLHWLVVEDAPRRTPLTARLLRDTGLNYTHLHVETPRNYKLRGDARDPRIPRGTMQRNLALRWLRETFPRNSTQPGVVYFADDDNTYSLELFEEMRSTRRVSVWPVAFVGGLRYEAPRVNGAGKVVGWKTVFDPHRPFAIDMAGFAVNLRLILQRSQAYFKLRGVKGGYQESSLLRELVTLNDLEPK.... Result: 0 (no interaction). (2) The miRNA is hsa-miR-4741 with sequence CGGGCUGUCCGGAGGGGUCGGCU. The protein sequence of the target gene is MSVPLAPKKSCFGQLRDHREGAKNNNESILRTGDTNANQIMLEVSSSCDEAKSRDLDDELGNSNLSRPQYHSHFQKEPLHLQGFGKGSQAGSTSQRESQASLTVHRQLSEEHAVKRGALQAPQCVQGPSLSSWRNAVGQASPEASAKKDAEIPRHIPKDKLAKTLDNEELKRASSCSAAAGSVPPTDLQPVQLDTLGPQDHVPARGEGPQRTPASHSPGKGFSPGEGTSEGNSVYLPKPSTSEAKGSSPSDTKMEGPHGLDVYNERITHAELTPSSASASKENPGLRHPEVCLGQGTGKS.... Result: 0 (no interaction). (3) The miRNA is cel-miR-1817 with sequence UAGCCAAUGUCUUCUCUAUCAUG. The protein sequence of the target gene is MDHSLGWQGNSVPEDGTEAGIKHFLEDSSDDAELSKFVKDFPGSEPYHSAESKTRVARPQILEPRPQSPDLCDDDVEFRGSLWPQPSDSQQYFSAPAPLSPSSRPRSPWGKLDPYDSSEDDKEYVGFATLPNQVHRKSVKKGFDFTLMVAGESGLGKSTLVNSLFLTDLYRDRKLLGAEERIMQTVEITKHAVDIEEKGVRLRLTIVDTPGFGDAVNNTECWKPVAEYIDQQFEQYFRDESGLNRKNIQDNRVHCCLYFISPFGHGLRPLDVEFMKALHQRVNIVPILAKADTLTPPEVD.... Result: 0 (no interaction). (4) The miRNA is hsa-miR-6893-5p with sequence CAGGCAGGUGUAGGGUGGAGC. The protein sequence of the target gene is MSLVLLSLAALCRSAVPREPTVQCGSETGPSPEWMLQHDLIPGDLRDLRVEPVTTSVATGDYSILMNVSWVLRADASIRLLKATKICVTGKSNFQSYSCVRCNYTEAFQTQTRPSGGKWTFSYIGFPVELNTVYFIGAHNIPNANMNEDGPSMSVNFTSPGCLDHIMKYKKKCVKAGSLWDPNITACKKNEETVEVNFTTTPLGNRYMALIQHSTIIGFSQVFEPHQKKQTRASVVIPVTGDSEGATVQLTPYFPTCGSDCIRHKGTVVLCPQTGVPFPLDNNKSKPGGWLPLLLLSLLV.... Result: 1 (interaction). (5) The miRNA is hsa-miR-6804-3p with sequence CGCACCUGCCUCUCACCCACAG. The protein sequence of the target gene is MKLNERSLAFYATCDAPVDNAGFLYKKGGRHAAYHRRWFVLRGNMLFYFEDAASREPVGVIILEGCTVELVEAAEEFAFAVRFAGTRARTYVLAAESQDAMEGWVKALSRASFDYLRLVVRELEQQLAAVRGGGGMALPQPQPQSLPLPPSLPSALAPVPSLPSAPAPVPALPLPRRPSALPPKENGCAVWSTEATFRPGPEPPPPPPRRRASAPHGPLDMAPFARLHECYGQEIRALRGQWLSSRVQP. Result: 1 (interaction). (6) The miRNA is mmu-let-7b-5p with sequence UGAGGUAGUAGGUUGUGUGGUU. The protein sequence of the target gene is MSDGAAEKQSGTPGFLTPPAPVPKNGSSSDSSVGEKLGATVADSGVGRTEEYRRRRHTMDKDSRGAAATTTPTEHRFFRRSVICDSNATALELPGLPLSIPQPSVPAVVPQSAPPEPHREETLTATVASQVSQQPSAAASPGEQAVVGSATTTVPSSTSKDRPVSQPSLVGSKEEPPPSRSGSGSGGASAKEAQEDRSQQQDDIEELETKAVGMSNDGRFLKFDIEIGRGSFKTVYKGLDTETTVEVAWCELQDRKLTKSERQRFKEEAEMLKGLQHPNIVRFYDSWESTVKGKKCIVLV.... Result: 1 (interaction).